From a dataset of NCI-60 drug combinations with 297,098 pairs across 59 cell lines. Regression. Given two drug SMILES strings and cell line genomic features, predict the synergy score measuring deviation from expected non-interaction effect. (1) Drug 1: CC(C)(C#N)C1=CC(=CC(=C1)CN2C=NC=N2)C(C)(C)C#N. Drug 2: N.N.Cl[Pt+2]Cl. Cell line: NCI-H460. Synergy scores: CSS=50.6, Synergy_ZIP=-2.12, Synergy_Bliss=-3.78, Synergy_Loewe=-2.57, Synergy_HSA=-2.56. (2) Drug 1: C1CCC(C1)C(CC#N)N2C=C(C=N2)C3=C4C=CNC4=NC=N3. Drug 2: CC1CCC2CC(C(=CC=CC=CC(CC(C(=O)C(C(C(=CC(C(=O)CC(OC(=O)C3CCCCN3C(=O)C(=O)C1(O2)O)C(C)CC4CCC(C(C4)OC)OCCO)C)C)O)OC)C)C)C)OC. Cell line: CAKI-1. Synergy scores: CSS=39.0, Synergy_ZIP=-0.565, Synergy_Bliss=-0.449, Synergy_Loewe=0.546, Synergy_HSA=6.47. (3) Drug 1: C1=CC(=C2C(=C1NCCNCCO)C(=O)C3=C(C=CC(=C3C2=O)O)O)NCCNCCO. Drug 2: C1=CN(C=N1)CC(O)(P(=O)(O)O)P(=O)(O)O. Cell line: SK-MEL-2. Synergy scores: CSS=-0.361, Synergy_ZIP=-15.9, Synergy_Bliss=-32.3, Synergy_Loewe=-72.9, Synergy_HSA=-32.3. (4) Synergy scores: CSS=18.2, Synergy_ZIP=-3.34, Synergy_Bliss=0.830, Synergy_Loewe=-1.71, Synergy_HSA=1.23. Drug 2: CC12CCC3C(C1CCC2OP(=O)(O)O)CCC4=C3C=CC(=C4)OC(=O)N(CCCl)CCCl.[Na+]. Drug 1: CC(CN1CC(=O)NC(=O)C1)N2CC(=O)NC(=O)C2. Cell line: 786-0.